This data is from Peptide-MHC class I binding affinity with 185,985 pairs from IEDB/IMGT. The task is: Regression. Given a peptide amino acid sequence and an MHC pseudo amino acid sequence, predict their binding affinity value. This is MHC class I binding data. (1) The peptide sequence is RVLDCRTAF. The MHC is HLA-B46:01 with pseudo-sequence HLA-B46:01. The binding affinity (normalized) is 0.0847. (2) The peptide sequence is VTPSGTWLTY. The MHC is HLA-A30:02 with pseudo-sequence HLA-A30:02. The binding affinity (normalized) is 0.648. (3) The peptide sequence is KSNRIPFLY. The MHC is HLA-B46:01 with pseudo-sequence HLA-B46:01. The binding affinity (normalized) is 0.0847. (4) The peptide sequence is RMIAISAKV. The MHC is HLA-C15:02 with pseudo-sequence HLA-C15:02. The binding affinity (normalized) is 0.703. (5) The peptide sequence is RQYERYTAL. The MHC is HLA-B40:13 with pseudo-sequence HLA-B40:13. The binding affinity (normalized) is 0.664.